From a dataset of NCI-60 drug combinations with 297,098 pairs across 59 cell lines. Regression. Given two drug SMILES strings and cell line genomic features, predict the synergy score measuring deviation from expected non-interaction effect. Synergy scores: CSS=-2.17, Synergy_ZIP=-0.828, Synergy_Bliss=-1.80, Synergy_Loewe=-7.01, Synergy_HSA=-6.84. Cell line: NCI-H226. Drug 2: C(CCl)NC(=O)N(CCCl)N=O. Drug 1: CC1=C(C(=O)C2=C(C1=O)N3CC4C(C3(C2COC(=O)N)OC)N4)N.